From a dataset of Full USPTO retrosynthesis dataset with 1.9M reactions from patents (1976-2016). Predict the reactants needed to synthesize the given product. (1) Given the product [CH:36]([N:39]([CH2:18][CH2:17][CH:16]([C:10]1[CH:11]=[C:12]([Br:15])[CH:13]=[CH:14][C:9]=1[O:8][CH2:1][C:2]1[CH:3]=[CH:4][CH:5]=[CH:6][CH:7]=1)[C:30]1[CH:35]=[CH:34][CH:33]=[CH:32][CH:31]=1)[CH:40]([CH3:42])[CH3:41])([CH3:38])[CH3:37], predict the reactants needed to synthesize it. The reactants are: [CH2:1]([O:8][C:9]1[CH:14]=[CH:13][C:12]([Br:15])=[CH:11][C:10]=1[CH:16]([C:30]1[CH:35]=[CH:34][CH:33]=[CH:32][CH:31]=1)[CH2:17][CH2:18]OS(C1C=CC(C)=CC=1)(=O)=O)[C:2]1[CH:7]=[CH:6][CH:5]=[CH:4][CH:3]=1.[CH:36]([NH:39][CH:40]([CH3:42])[CH3:41])([CH3:38])[CH3:37].C(Cl)Cl.Cl. (2) Given the product [CH2:1]([O:4][CH:5]1[O:10][C:9]([CH2:11][O:12][CH2:42][C:43]2[CH:48]=[CH:47][C:46]([O:49][CH3:50])=[CH:45][CH:44]=2)([CH2:13][O:14][CH2:42][C:43]2[CH:48]=[CH:47][C:46]([O:49][CH3:50])=[CH:45][CH:44]=2)[C@@H:8]([O:15][CH2:16][C:17]2[CH:22]=[CH:21][CH:20]=[CH:19][CH:18]=2)[C@H:7]([O:23][CH2:24][C:25]2[CH:26]=[CH:27][CH:28]=[CH:29][CH:30]=2)[C@H:6]1[O:31][CH2:32][C:33]1[CH:34]=[CH:35][CH:36]=[CH:37][CH:38]=1)[CH:2]=[CH2:3], predict the reactants needed to synthesize it. The reactants are: [CH2:1]([O:4][CH:5]1[O:10][C:9]([CH2:13][OH:14])([CH2:11][OH:12])[C@@H:8]([O:15][CH2:16][C:17]2[CH:22]=[CH:21][CH:20]=[CH:19][CH:18]=2)[C@H:7]([O:23][CH2:24][C:25]2[CH:30]=[CH:29][CH:28]=[CH:27][CH:26]=2)[C@H:6]1[O:31][CH2:32][C:33]1[CH:38]=[CH:37][CH:36]=[CH:35][CH:34]=1)[CH:2]=[CH2:3].[H-].[Na+].Br[CH2:42][C:43]1[CH:48]=[CH:47][C:46]([O:49][CH3:50])=[CH:45][CH:44]=1. (3) The reactants are: [CH3:1][S:2]([C:5]1[CH:10]=[CH:9][C:8]([C:11]2[O:15][C:14]([C:16]([OH:18])=O)=[N:13][CH:12]=2)=[CH:7][CH:6]=1)(=[O:4])=[O:3].[C:19]([O:23][C:24]([N:26]1[CH2:31][CH2:30][CH:29]([NH:32][CH:33]2[CH2:35][CH2:34]2)[CH2:28][CH2:27]1)=[O:25])([CH3:22])([CH3:21])[CH3:20]. Given the product [C:19]([O:23][C:24]([N:26]1[CH2:31][CH2:30][CH:29]([N:32]([CH:33]2[CH2:34][CH2:35]2)[C:16]([C:14]2[O:15][C:11]([C:8]3[CH:7]=[CH:6][C:5]([S:2]([CH3:1])(=[O:3])=[O:4])=[CH:10][CH:9]=3)=[CH:12][N:13]=2)=[O:18])[CH2:28][CH2:27]1)=[O:25])([CH3:22])([CH3:20])[CH3:21], predict the reactants needed to synthesize it. (4) Given the product [NH2:1][C:4]1[CH:9]=[CH:8][C:7]([CH2:10][S:11]([NH2:14])(=[O:12])=[O:13])=[CH:6][CH:5]=1, predict the reactants needed to synthesize it. The reactants are: [N+:1]([C:4]1[CH:9]=[CH:8][C:7]([CH2:10][S:11]([NH2:14])(=[O:13])=[O:12])=[CH:6][CH:5]=1)([O-])=O. (5) Given the product [CH3:21][C:22]1[CH:27]=[CH:26][CH:25]=[CH:24][C:23]=1[C:2]1[C:11]2[C:6](=[CH:7][CH:8]=[C:9]([N+:12]([O-:14])=[O:13])[CH:10]=2)[N:5]=[C:4]([N:15]2[CH2:20][CH2:19][O:18][CH2:17][CH2:16]2)[CH:3]=1, predict the reactants needed to synthesize it. The reactants are: Cl[C:2]1[C:11]2[C:6](=[CH:7][CH:8]=[C:9]([N+:12]([O-:14])=[O:13])[CH:10]=2)[N:5]=[C:4]([N:15]2[CH2:20][CH2:19][O:18][CH2:17][CH2:16]2)[CH:3]=1.[CH3:21][C:22]1[CH:27]=[CH:26][CH:25]=[CH:24][C:23]=1B(O)O. (6) Given the product [CH2:8]1[C:9]2([CH2:12][CH2:13][CH2:14][CH2:15]2)[CH:10]=[N:11][N:7]1[C:3]([NH:4][CH2:5][CH3:6])=[N:28][S:25]([C:21]1[CH:20]=[C:19]2[C:24](=[CH:23][CH:22]=1)[NH:16][CH:17]=[CH:18]2)(=[O:27])=[O:26], predict the reactants needed to synthesize it. The reactants are: CS[C:3]([N:7]1[N:11]=[CH:10][C:9]2([CH2:15][CH2:14][CH2:13][CH2:12]2)[CH2:8]1)=[N:4][CH2:5][CH3:6].[NH:16]1[C:24]2[C:19](=[CH:20][C:21]([S:25]([NH2:28])(=[O:27])=[O:26])=[CH:22][CH:23]=2)[CH:18]=[CH:17]1. (7) Given the product [F:33][C:32]([F:35])([F:34])[C:36]([OH:38])=[O:37].[NH2:7][CH2:6][C:5]1[CH:15]=[CH:16][C:2]([F:1])=[CH:3][C:4]=1[C:17]([NH:18][CH3:19])=[O:20], predict the reactants needed to synthesize it. The reactants are: [F:1][C:2]1[CH:16]=[CH:15][C:5]([CH2:6][NH:7]C(=O)OC(C)(C)C)=[C:4]([C:17](=[O:20])[NH:18][CH3:19])[CH:3]=1.BrC1C=CC(F)=CC=1C(O)=O.[C:32]([C:36]([OH:38])=[O:37])([F:35])([F:34])[F:33]. (8) Given the product [C:1]([O:5][C:6]([N:8]1[CH2:13][CH2:12][C:11]2[N:14]([CH3:27])[C:15]([C:17]3[CH:22]=[CH:21][N:20]=[C:19]([N:23]([C:24](=[O:26])[CH3:25])[CH3:29])[N:18]=3)=[CH:16][C:10]=2[C:9]1=[O:28])=[O:7])([CH3:4])([CH3:3])[CH3:2], predict the reactants needed to synthesize it. The reactants are: [C:1]([O:5][C:6]([N:8]1[CH2:13][CH2:12][C:11]2[N:14]([CH3:27])[C:15]([C:17]3[CH:22]=[CH:21][N:20]=[C:19]([NH:23][C:24](=[O:26])[CH3:25])[N:18]=3)=[CH:16][C:10]=2[C:9]1=[O:28])=[O:7])([CH3:4])([CH3:3])[CH3:2].[C:29]([O-])([O-])=O.[Cs+].[Cs+].CI. (9) Given the product [CH3:15][O:14][C:12]([C:10]1[CH:11]=[C:3]([C:2]([F:1])([F:16])[F:17])[CH:4]=[C:5]2[C:9]=1[N:8]([CH2:19][CH:20]([CH3:22])[CH3:21])[N:7]=[CH:6]2)=[O:13], predict the reactants needed to synthesize it. The reactants are: [F:1][C:2]([F:17])([F:16])[C:3]1[CH:4]=[C:5]2[C:9](=[C:10]([C:12]([O:14][CH3:15])=[O:13])[CH:11]=1)[NH:8][N:7]=[CH:6]2.I[CH2:19][CH:20]([CH3:22])[CH3:21]. (10) Given the product [NH2:2][CH2:1][C:3]1[CH:4]=[C:5]([S:19]([NH2:22])(=[O:21])=[O:20])[CH:6]=[CH:7][C:8]=1[NH:9][C:10]1[CH:15]=[CH:14][C:13]([S:16][CH3:17])=[C:12]([CH3:18])[CH:11]=1, predict the reactants needed to synthesize it. The reactants are: [C:1]([C:3]1[CH:4]=[C:5]([S:19]([NH2:22])(=[O:21])=[O:20])[CH:6]=[CH:7][C:8]=1[NH:9][C:10]1[CH:15]=[CH:14][C:13]([S:16][CH3:17])=[C:12]([CH3:18])[CH:11]=1)#[N:2].CO.